Dataset: Full USPTO retrosynthesis dataset with 1.9M reactions from patents (1976-2016). Task: Predict the reactants needed to synthesize the given product. Given the product [C:1]([Si:5]([CH3:32])([CH3:33])[O:6][CH2:7][C@H:8]([CH2:19][N:20]1[CH:25]=[CH:24][C:23]([NH2:26])=[N:22][C:21]1=[O:31])[C@H:9]([O:11][Si:12]([C:15]([CH3:17])([CH3:18])[CH3:16])([CH3:14])[CH3:13])[CH3:10])([CH3:2])([CH3:3])[CH3:4], predict the reactants needed to synthesize it. The reactants are: [C:1]([Si:5]([CH3:33])([CH3:32])[O:6][CH2:7][C@H:8]([CH2:19][N:20]1[CH:25]=[CH:24][C:23]([N:26]2C=NC=N2)=[N:22][C:21]1=[O:31])[C@H:9]([O:11][Si:12]([C:15]([CH3:18])([CH3:17])[CH3:16])([CH3:14])[CH3:13])[CH3:10])([CH3:4])([CH3:3])[CH3:2].